Dataset: Full USPTO retrosynthesis dataset with 1.9M reactions from patents (1976-2016). Task: Predict the reactants needed to synthesize the given product. (1) Given the product [CH2:49]([O:51][C:52]1[C:57]([C:58]2[CH:59]=[C:60]([NH:64][C:22]([C:17]3[C:18](=[O:21])[O:19][C:20]4[C:15]([CH:16]=3)=[CH:14][CH:13]=[CH:12][C:11]=4[OH:10])=[O:24])[CH:61]=[CH:62][CH:63]=2)=[CH:56][CH:55]=[CH:54][N:53]=1)[CH3:50], predict the reactants needed to synthesize it. The reactants are: CCN(C(C)C)C(C)C.[OH:10][C:11]1[CH:12]=[CH:13][CH:14]=[C:15]2[C:20]=1[O:19][C:18](=[O:21])[C:17]([C:22]([OH:24])=O)=[CH:16]2.CN(C(ON1N=NC2C=CC=NC1=2)=[N+](C)C)C.F[P-](F)(F)(F)(F)F.[CH2:49]([O:51][C:52]1[C:57]([C:58]2[CH:59]=[C:60]([NH2:64])[CH:61]=[CH:62][CH:63]=2)=[CH:56][CH:55]=[CH:54][N:53]=1)[CH3:50]. (2) Given the product [ClH:33].[S:1]1[CH:5]=[CH:4][C:3]2[C:6]([N:10]3[CH2:11][CH2:12][N:13]([CH2:16][CH2:17][CH2:18][CH2:19][N:20]4[CH:29]=[CH:28][C:27]5[C:22](=[CH:23][C:24]([O:30][CH3:31])=[CH:25][CH:26]=5)[C:21]4=[O:32])[CH2:14][CH2:15]3)=[CH:7][CH:8]=[CH:9][C:2]1=2, predict the reactants needed to synthesize it. The reactants are: [S:1]1[CH:5]=[CH:4][C:3]2[C:6]([N:10]3[CH2:15][CH2:14][N:13]([CH2:16][CH2:17][CH2:18][CH2:19][N:20]4[CH:29]=[CH:28][C:27]5[C:22](=[CH:23][C:24]([O:30][CH3:31])=[CH:25][CH:26]=5)[C:21]4=[O:32])[CH2:12][CH2:11]3)=[CH:7][CH:8]=[CH:9][C:2]1=2.[Cl:33]CCCCN1C=CC2C(=CC(OC)=CC=2)C1=O.C(O)C.Cl. (3) Given the product [CH3:29][C:24]1([CH3:30])[C:25]([CH3:28])([CH3:27])[O:26][B:22]([C:7]2[CH:8]=[N:9][N:10]([CH:12]3[CH2:17][CH2:16][S:15](=[O:19])(=[O:18])[CH2:14][CH2:13]3)[CH:11]=2)[O:23]1, predict the reactants needed to synthesize it. The reactants are: C([Mg]Cl)(C)C.I[C:7]1[CH:8]=[N:9][N:10]([CH:12]2[CH2:17][CH2:16][S:15](=[O:19])(=[O:18])[CH2:14][CH2:13]2)[CH:11]=1.CO[B:22]1[O:26][C:25]([CH3:28])([CH3:27])[C:24]([CH3:30])([CH3:29])[O:23]1. (4) Given the product [CH:1]([C:4]1[N:5]([CH:9]([CH2:15][CH3:16])[C:10]([OH:12])=[O:11])[CH:6]=[CH:7][N:8]=1)([CH3:3])[CH3:2], predict the reactants needed to synthesize it. The reactants are: [CH:1]([C:4]1[N:5]([CH:9]([CH2:15][CH3:16])[C:10]([O:12]CC)=[O:11])[CH:6]=[CH:7][N:8]=1)([CH3:3])[CH3:2].Cl. (5) Given the product [F:48][C:36]1[CH:37]=[C:38]([C:2]2[CH:3]=[C:4]([NH:11][C:12]3[CH:17]=[CH:16][C:15]([N:18]4[CH2:23][CH2:22][N:21]([CH:24]5[CH2:27][O:26][CH2:25]5)[CH2:20][CH2:19]4)=[CH:14][N:13]=3)[C:5]3[N:6]([CH:8]=[CH:9][N:10]=3)[CH:7]=2)[C:33]([CH2:32][OH:31])=[C:34]([N:49]2[CH2:61][CH2:60][N:52]3[C:53]4[CH2:54][CH2:55][CH2:56][CH2:57][C:58]=4[CH:59]=[C:51]3[C:50]2=[O:62])[CH:35]=1, predict the reactants needed to synthesize it. The reactants are: Cl[C:2]1[CH:3]=[C:4]([NH:11][C:12]2[CH:17]=[CH:16][C:15]([N:18]3[CH2:23][CH2:22][N:21]([CH:24]4[CH2:27][O:26][CH2:25]4)[CH2:20][CH2:19]3)=[CH:14][N:13]=2)[C:5]2[N:6]([CH:8]=[CH:9][N:10]=2)[CH:7]=1.C([O:31][CH2:32][C:33]1[C:38](B2OC(C)(C)C(C)(C)O2)=[CH:37][C:36]([F:48])=[CH:35][C:34]=1[N:49]1[CH2:61][CH2:60][N:52]2[C:53]3[CH2:54][CH2:55][CH2:56][CH2:57][C:58]=3[CH:59]=[C:51]2[C:50]1=[O:62])(=O)C.C1(P(C2CCCCC2)C2CCCCC2)CCCCC1.C([O-])([O-])=O.[Cs+].[Cs+].